This data is from NCI-60 drug combinations with 297,098 pairs across 59 cell lines. The task is: Regression. Given two drug SMILES strings and cell line genomic features, predict the synergy score measuring deviation from expected non-interaction effect. (1) Drug 1: C(CC(=O)O)C(=O)CN.Cl. Drug 2: C1=CN(C=N1)CC(O)(P(=O)(O)O)P(=O)(O)O. Cell line: UACC-257. Synergy scores: CSS=3.25, Synergy_ZIP=-1.80, Synergy_Bliss=0.272, Synergy_Loewe=-0.453, Synergy_HSA=-0.560. (2) Drug 1: CC1=CC2C(CCC3(C2CCC3(C(=O)C)OC(=O)C)C)C4(C1=CC(=O)CC4)C. Drug 2: CN1C2=C(C=C(C=C2)N(CCCl)CCCl)N=C1CCCC(=O)O.Cl. Cell line: HCC-2998. Synergy scores: CSS=-1.45, Synergy_ZIP=0.960, Synergy_Bliss=-1.62, Synergy_Loewe=-6.85, Synergy_HSA=-6.06. (3) Synergy scores: CSS=70.4, Synergy_ZIP=0.0526, Synergy_Bliss=2.95, Synergy_Loewe=-35.6, Synergy_HSA=6.42. Drug 2: CCC1(C2=C(COC1=O)C(=O)N3CC4=CC5=C(C=CC(=C5CN(C)C)O)N=C4C3=C2)O.Cl. Cell line: HL-60(TB). Drug 1: C1CC(=O)NC(=O)C1N2CC3=C(C2=O)C=CC=C3N. (4) Drug 1: CC1=C2C(C(=O)C3(C(CC4C(C3C(C(C2(C)C)(CC1OC(=O)C(C(C5=CC=CC=C5)NC(=O)C6=CC=CC=C6)O)O)OC(=O)C7=CC=CC=C7)(CO4)OC(=O)C)O)C)OC(=O)C. Drug 2: CCN(CC)CCNC(=O)C1=C(NC(=C1C)C=C2C3=C(C=CC(=C3)F)NC2=O)C. Cell line: SNB-19. Synergy scores: CSS=18.0, Synergy_ZIP=1.92, Synergy_Bliss=2.55, Synergy_Loewe=-23.6, Synergy_HSA=2.85. (5) Drug 1: CS(=O)(=O)OCCCCOS(=O)(=O)C. Drug 2: C1C(C(OC1N2C=NC3=C2NC=NCC3O)CO)O. Cell line: SR. Synergy scores: CSS=56.8, Synergy_ZIP=-0.339, Synergy_Bliss=-1.11, Synergy_Loewe=-1.42, Synergy_HSA=-1.24. (6) Drug 1: CC1=C2C(C(=O)C3(C(CC4C(C3C(C(C2(C)C)(CC1OC(=O)C(C(C5=CC=CC=C5)NC(=O)OC(C)(C)C)O)O)OC(=O)C6=CC=CC=C6)(CO4)OC(=O)C)O)C)O. Drug 2: CC1CCCC2(C(O2)CC(NC(=O)CC(C(C(=O)C(C1O)C)(C)C)O)C(=CC3=CSC(=N3)C)C)C. Cell line: NCIH23. Synergy scores: CSS=45.8, Synergy_ZIP=0.207, Synergy_Bliss=-0.960, Synergy_Loewe=-7.74, Synergy_HSA=1.51. (7) Drug 1: C1CC(=O)NC(=O)C1N2C(=O)C3=CC=CC=C3C2=O. Drug 2: CC(C)NC(=O)C1=CC=C(C=C1)CNNC.Cl. Cell line: RPMI-8226. Synergy scores: CSS=3.47, Synergy_ZIP=-4.15, Synergy_Bliss=-7.23, Synergy_Loewe=-0.569, Synergy_HSA=-5.19. (8) Drug 1: C1CC(=O)NC(=O)C1N2CC3=C(C2=O)C=CC=C3N. Drug 2: C1=NC2=C(N=C(N=C2N1C3C(C(C(O3)CO)O)O)F)N. Cell line: UACC-257. Synergy scores: CSS=-4.51, Synergy_ZIP=-0.206, Synergy_Bliss=-4.16, Synergy_Loewe=-4.74, Synergy_HSA=-5.32. (9) Drug 1: C1CC(=O)NC(=O)C1N2CC3=C(C2=O)C=CC=C3N. Drug 2: CN(CCCl)CCCl.Cl. Cell line: KM12. Synergy scores: CSS=16.0, Synergy_ZIP=-4.08, Synergy_Bliss=1.83, Synergy_Loewe=3.31, Synergy_HSA=5.30.